This data is from CYP2C19 inhibition data for predicting drug metabolism from PubChem BioAssay. The task is: Regression/Classification. Given a drug SMILES string, predict its absorption, distribution, metabolism, or excretion properties. Task type varies by dataset: regression for continuous measurements (e.g., permeability, clearance, half-life) or binary classification for categorical outcomes (e.g., BBB penetration, CYP inhibition). Dataset: cyp2c19_veith. (1) The molecule is NS(=O)(=O)c1cc2c(cc1C(F)(F)F)NCNS2(=O)=O. The result is 0 (non-inhibitor). (2) The molecule is COc1cccc(-c2nc(NCCc3c[nH]c4ccc(OC)cc34)c3ccccc3n2)c1. The result is 1 (inhibitor).